This data is from Full USPTO retrosynthesis dataset with 1.9M reactions from patents (1976-2016). The task is: Predict the reactants needed to synthesize the given product. Given the product [NH3:1].[N+:1]([C:4]1[CH:5]=[CH:6][C:7]2[N:12]([CH2:16][CH2:17][N:18]3[CH2:22][CH2:21][CH2:20][CH2:19]3)[CH2:11][CH2:10][S:9][C:8]=2[CH:13]=1)([O-:3])=[O:2], predict the reactants needed to synthesize it. The reactants are: [N+:1]([C:4]1[CH:5]=[CH:6][C:7]2[NH:12][CH2:11][CH2:10][S:9][C:8]=2[CH:13]=1)([O-:3])=[O:2].Cl.Cl[CH2:16][CH2:17][N:18]1[CH2:22][CH2:21][CH2:20][CH2:19]1.